This data is from Tyrosyl-DNA phosphodiesterase HTS with 341,365 compounds. The task is: Binary Classification. Given a drug SMILES string, predict its activity (active/inactive) in a high-throughput screening assay against a specified biological target. The compound is OC1CN(CCC1)Cc1c(nn(c1)Cc1ccccc1)c1oc2c(c1)cccc2. The result is 0 (inactive).